This data is from Reaction yield outcomes from USPTO patents with 853,638 reactions. The task is: Predict the reaction yield, written as a fraction of the theoretical maximum amount of product (1.0 means a 100% yield; for example, 0.34 means a 34% yield). (1) The reactants are C(OC(=O)[NH:7][CH2:8][CH2:9][CH:10]([N:12]1[CH2:17][CH2:16][CH:15]([NH:18][CH:19]([C:22]2[CH:27]=[CH:26][CH:25]=[CH:24][CH:23]=2)[CH2:20][OH:21])[CH2:14][CH2:13]1)[CH3:11])(C)(C)C.FC(F)(F)C(O)=O.C(=O)([O-])[O-].[K+].[K+]. The catalyst is C(Cl)Cl. The product is [NH2:7][CH2:8][CH2:9][CH:10]([N:12]1[CH2:13][CH2:14][CH:15]([NH:18][CH:19]([C:22]2[CH:23]=[CH:24][CH:25]=[CH:26][CH:27]=2)[CH2:20][OH:21])[CH2:16][CH2:17]1)[CH3:11]. The yield is 0.890. (2) The reactants are [CH2:1]([O:3][C:4]([N:6]1[CH2:22][CH2:21][C@@H:9]2[N:10]3[C:19]4[C:18]([C@@H:8]2[CH2:7]1)=[CH:17][CH:16]=[CH:15][C:14]=4[NH:13][C:12](=O)[CH2:11]3)=[O:5])[CH3:2].[OH-].[Na+]. The catalyst is Cl. The product is [CH2:11]1[N:10]2[C@H:9]3[CH2:21][CH2:22][N:6]([C:4]([O:3][CH2:1][CH3:2])=[O:5])[CH2:7][C@H:8]3[C:18]3[C:19]2=[C:14]([CH:15]=[CH:16][CH:17]=3)[NH:13][CH2:12]1. The yield is 0.980.